Dataset: Full USPTO retrosynthesis dataset with 1.9M reactions from patents (1976-2016). Task: Predict the reactants needed to synthesize the given product. (1) Given the product [CH2:1]([C:8]1[CH:9]=[N:10][C:11]2[C:16]([C:17]=1[C:18]1[CH:19]=[C:20]([NH:24][CH2:35][C:34]3[CH:37]=[CH:38][C:39]([O:40][CH3:41])=[C:32]([O:31][CH2:29][CH3:30])[CH:33]=3)[CH:21]=[CH:22][CH:23]=1)=[CH:15][CH:14]=[CH:13][C:12]=2[C:25]([F:28])([F:26])[F:27])[C:2]1[CH:3]=[CH:4][CH:5]=[CH:6][CH:7]=1, predict the reactants needed to synthesize it. The reactants are: [CH2:1]([C:8]1[CH:9]=[N:10][C:11]2[C:16]([C:17]=1[C:18]1[CH:19]=[C:20]([NH2:24])[CH:21]=[CH:22][CH:23]=1)=[CH:15][CH:14]=[CH:13][C:12]=2[C:25]([F:28])([F:27])[F:26])[C:2]1[CH:7]=[CH:6][CH:5]=[CH:4][CH:3]=1.[CH2:29]([O:31][C:32]1[CH:33]=[C:34]([CH:37]=[CH:38][C:39]=1[O:40][CH3:41])[CH:35]=O)[CH3:30]. (2) Given the product [Cl:1][C:2]1[CH:7]=[C:6]([Cl:8])[CH:5]=[CH:4][C:3]=1[C:9]1[C:29](=[O:30])[N:28]([CH3:31])[C:12]2[N:13]([CH3:27])[C:14]3[C:19]([C:11]=2[CH:10]=1)=[CH:18][C:17]([C:20]1[N:21]=[C:22]([CH2:25][O:26][CH2:32][O:33][CH3:34])[S:23][CH:24]=1)=[CH:16][CH:15]=3, predict the reactants needed to synthesize it. The reactants are: [Cl:1][C:2]1[CH:7]=[C:6]([Cl:8])[CH:5]=[CH:4][C:3]=1[C:9]1[C:29](=[O:30])[N:28]([CH3:31])[C:12]2[N:13]([CH3:27])[C:14]3[C:19]([C:11]=2[CH:10]=1)=[CH:18][C:17]([C:20]1[N:21]=[C:22]([CH2:25][OH:26])[S:23][CH:24]=1)=[CH:16][CH:15]=3.[CH3:32][O:33][CH2:34]Br. (3) Given the product [NH2:1][C:2]1[N:7]=[C:6]([N:8]2[C:16]3[C:11](=[CH:12][CH:13]=[C:14]([Br:17])[CH:15]=3)[C:10]([CH2:18][OH:19])=[N:9]2)[CH:5]=[CH:4][N:3]=1, predict the reactants needed to synthesize it. The reactants are: [NH2:1][C:2]1[N:7]=[C:6]([N:8]2[C:16]3[C:11](=[CH:12][CH:13]=[C:14]([Br:17])[CH:15]=3)[C:10]([C:18](OCC)=[O:19])=[N:9]2)[CH:5]=[CH:4][N:3]=1.[H-].[Al+3].[Li+].[H-].[H-].[H-]. (4) The reactants are: [OH:1][CH:2]1[CH2:7][CH2:6][CH2:5][CH:4]([C:8]([O:10][CH2:11][CH3:12])=[O:9])[CH2:3]1.N1C=CN=C1.[C:18]([Si:22](Cl)([CH3:24])[CH3:23])([CH3:21])([CH3:20])[CH3:19]. Given the product [Si:22]([O:1][CH:2]1[CH2:7][CH2:6][CH2:5][CH:4]([C:8]([O:10][CH2:11][CH3:12])=[O:9])[CH2:3]1)([C:18]([CH3:21])([CH3:20])[CH3:19])([CH3:24])[CH3:23], predict the reactants needed to synthesize it. (5) Given the product [CH3:29][C:28]1([CH3:30])[CH2:27][NH:26][C:22]([C:20]2[CH:19]=[N:18][C:14]3[O:15][CH2:16][CH2:17][N:12]([S:9]([C:6]4[CH:7]=[CH:8][C:3]([C:2]([F:24])([F:1])[F:25])=[CH:4][CH:5]=4)(=[O:10])=[O:11])[C:13]=3[CH:21]=2)=[N:23]1, predict the reactants needed to synthesize it. The reactants are: [F:1][C:2]([F:25])([F:24])[C:3]1[CH:8]=[CH:7][C:6]([S:9]([N:12]2[CH2:17][CH2:16][O:15][C:14]3[N:18]=[CH:19][C:20]([C:22]#[N:23])=[CH:21][C:13]2=3)(=[O:11])=[O:10])=[CH:5][CH:4]=1.[NH2:26][CH2:27][C:28](N)([CH3:30])[CH3:29].[S]. (6) Given the product [Cl:1][C:2]1[C:7]2[CH:8]=[CH:9][N:10]([CH2:14][C:15]([N:17]3[CH2:22][CH2:21][N:20]([C:23]([O:25][C:26]([CH3:29])([CH3:28])[CH3:27])=[O:24])[CH2:19][CH2:18]3)=[O:16])[C:6]=2[CH:5]=[CH:4][N:3]=1, predict the reactants needed to synthesize it. The reactants are: [Cl:1][C:2]1[C:7]2[CH:8]=[CH:9][NH:10][C:6]=2[CH:5]=[CH:4][N:3]=1.[H-].[Na+].Cl[CH2:14][C:15]([N:17]1[CH2:22][CH2:21][N:20]([C:23]([O:25][C:26]([CH3:29])([CH3:28])[CH3:27])=[O:24])[CH2:19][CH2:18]1)=[O:16]. (7) Given the product [C:1]1([C:7]2[N:11]3[CH:12]=[CH:13][CH:14]=[N:15][C:10]3=[N:9][C:8]=2[C:16]2[CH:23]=[CH:22][C:19]([CH2:20][N:31]3[CH2:30][CH2:29][CH:28]([C:26]4[N:48]=[C:47]([C:42]5[CH:43]=[CH:44][CH:45]=[CH:46][N:41]=5)[NH:25][N:24]=4)[CH2:33][CH2:32]3)=[CH:18][CH:17]=2)[CH:6]=[CH:5][CH:4]=[CH:3][CH:2]=1, predict the reactants needed to synthesize it. The reactants are: [C:1]1([C:7]2[N:11]3[CH:12]=[CH:13][CH:14]=[N:15][C:10]3=[N:9][C:8]=2[C:16]2[CH:23]=[CH:22][C:19]([CH:20]=O)=[CH:18][CH:17]=2)[CH:6]=[CH:5][CH:4]=[CH:3][CH:2]=1.[NH:24]([C:26]([CH:28]1[CH2:33][CH2:32][N:31](C(OC(C)(C)C)=O)[CH2:30][CH2:29]1)=O)[NH2:25].[N:41]1[CH:46]=[CH:45][CH:44]=[CH:43][C:42]=1[C:47]#[N:48].[BH-](OC(C)=O)(OC(C)=O)OC(C)=O.[Na+]. (8) Given the product [CH3:1][NH:3][C@H:4]1[CH2:9][CH2:8][CH2:7][N:6]([C:10]([O:12][C:13]([CH3:16])([CH3:15])[CH3:14])=[O:11])[CH2:5]1, predict the reactants needed to synthesize it. The reactants are: [CH2:1]=O.[NH2:3][C@H:4]1[CH2:9][CH2:8][CH2:7][N:6]([C:10]([O:12][C:13]([CH3:16])([CH3:15])[CH3:14])=[O:11])[CH2:5]1.[BH4-].[Na+]. (9) The reactants are: [C:1]1([CH:7]([NH:11]C(=O)OC(C)(C)C)[CH2:8][C:9]#[CH:10])[CH:6]=[CH:5][CH:4]=[CH:3][CH:2]=1.FC(F)(F)C(O)=O. Given the product [C:1]1([CH:7]([NH2:11])[CH2:8][C:9]#[CH:10])[CH:6]=[CH:5][CH:4]=[CH:3][CH:2]=1, predict the reactants needed to synthesize it.